Dataset: Reaction yield outcomes from USPTO patents with 853,638 reactions. Task: Predict the reaction yield, written as a fraction of the theoretical maximum amount of product (1.0 means a 100% yield; for example, 0.34 means a 34% yield). (1) The reactants are [CH3:1][C:2]1([CH3:21])[CH2:7][C:6](=[N:8][NH:9]S(C2C=CC(C)=CC=2)(=O)=O)[CH2:5][C:4](=[O:20])[CH2:3]1.[F:22][C:23]([F:34])([F:33])[C:24](O[C:24](=O)[C:23]([F:34])([F:33])[F:22])=O.CO.O. The catalyst is O1CCCC1.C(N(CC)CC)C.[Cl-].[NH4+]. The product is [CH3:21][C:2]1([CH3:1])[CH2:7][C:6]2[NH:8][N:9]=[C:24]([C:23]([F:34])([F:33])[F:22])[C:5]=2[C:4](=[O:20])[CH2:3]1. The yield is 0.410. (2) The reactants are [F:1][C:2]1[CH:3]=[C:4]([C:29]2[C:30]([C:35]#[N:36])=[CH:31][CH:32]=[CH:33][CH:34]=2)[CH:5]=[CH:6][C:7]=1[CH2:8][C:9]1[C:10](=[O:28])[N:11]([C@H:21]2[CH2:26][CH2:25][C@@H:24]([OH:27])[CH2:23][CH2:22]2)[C:12]2[N:13]([N:18]=[CH:19][N:20]=2)[C:14]=1[CH2:15][CH2:16][CH3:17].FC(F)(F)S(O[Si](C(C)(C)C)(C)C)(=O)=O.[N:52]1C(C)=CC=CC=1C.[Cl-].O[NH3+].[C:63](=[O:66])([O-])[OH:64].[Na+]. The catalyst is C(OCC)(=O)C.CS(C)=O.O1CCCC1. The product is [F:1][C:2]1[CH:3]=[C:4]([C:29]2[CH:34]=[CH:33][CH:32]=[CH:31][C:30]=2[C:35]2[NH:52][C:63](=[O:66])[O:64][N:36]=2)[CH:5]=[CH:6][C:7]=1[CH2:8][C:9]1[C:10](=[O:28])[N:11]([C@H:21]2[CH2:26][CH2:25][C@@H:24]([OH:27])[CH2:23][CH2:22]2)[C:12]2[N:13]([N:18]=[CH:19][N:20]=2)[C:14]=1[CH2:15][CH2:16][CH3:17]. The yield is 0.380.